From a dataset of Catalyst prediction with 721,799 reactions and 888 catalyst types from USPTO. Predict which catalyst facilitates the given reaction. (1) Reactant: [CH3:1][O:2][C:3]1[CH:8]=[CH:7][C:6]([C:9]([C:11]([C:13]2[CH:18]=[CH:17][C:16]([O:19][CH3:20])=[CH:15][CH:14]=2)=O)=O)=[CH:5][CH:4]=1.[NH2:21][NH:22][C:23]([NH2:25])=[S:24]. Product: [CH3:1][O:2][C:3]1[CH:8]=[CH:7][C:6]([C:9]2[C:11]([C:13]3[CH:18]=[CH:17][C:16]([O:19][CH3:20])=[CH:15][CH:14]=3)=[N:21][NH:22][C:23](=[S:24])[N:25]=2)=[CH:5][CH:4]=1. The catalyst class is: 86. (2) Reactant: [F:1][C:2]1[CH:3]=[C:4]([N:14]2[CH2:18][C@H:17]([CH2:19][NH:20][C:21](=[O:23])[CH3:22])[O:16][C:15]2=[O:24])[CH:5]=[CH:6][C:7]=1[N:8]1[CH2:13][CH2:12][NH:11][CH2:10][CH2:9]1.C(N(CC)CC)C.Br[CH2:33][C:34](Br)=[O:35].[C:37]([N:44]1[CH2:49][CH2:48][NH:47][CH2:46][CH2:45]1)([O:39][C:40]([CH3:43])([CH3:42])[CH3:41])=[O:38].C(=O)([O-])[O-].[K+].[K+]. Product: [C:40]([O:39][C:37]([N:44]1[CH2:45][CH2:46][N:47]([CH2:33][C:34]([N:11]2[CH2:12][CH2:13][N:8]([C:7]3[CH:6]=[CH:5][C:4]([N:14]4[CH2:18][C@H:17]([CH2:19][NH:20][C:21](=[O:23])[CH3:22])[O:16][C:15]4=[O:24])=[CH:3][C:2]=3[F:1])[CH2:9][CH2:10]2)=[O:35])[CH2:48][CH2:49]1)=[O:38])([CH3:43])([CH3:42])[CH3:41]. The catalyst class is: 4. (3) Reactant: [C:1]([C:3]([CH3:24])([CH3:23])[C:4]1[CH:9]=[CH:8][C:7]([NH:10][C:11](=[O:22])[C:12]2[CH:17]=[CH:16][C:15]([O:18][CH3:19])=[C:14]([O:20][CH3:21])[CH:13]=2)=[CH:6][CH:5]=1)#[N:2]. Product: [NH2:2][CH2:1][C:3]([C:4]1[CH:5]=[CH:6][C:7]([NH:10][C:11](=[O:22])[C:12]2[CH:17]=[CH:16][C:15]([O:18][CH3:19])=[C:14]([O:20][CH3:21])[CH:13]=2)=[CH:8][CH:9]=1)([CH3:24])[CH3:23]. The catalyst class is: 29. (4) Product: [CH:10]([N:8]1[C:7](=[O:13])[CH:6]=[CH:5][C:4]([C:1](=[O:3])/[CH:2]=[N:15]/[OH:16])=[CH:9]1)([CH3:11])[CH3:12]. The catalyst class is: 135. Reactant: [C:1]([C:4]1[CH:5]=[CH:6][C:7](=[O:13])[N:8]([CH:10]([CH3:12])[CH3:11])[CH:9]=1)(=[O:3])[CH3:2].Cl.[N:15](OC(C)(C)C)=[O:16].